Task: Predict the product of the given reaction.. Dataset: Forward reaction prediction with 1.9M reactions from USPTO patents (1976-2016) (1) Given the reactants C(=O)(OC(C)(C)C)OC/C=[C:5](\[CH2:7][CH2:8]/[CH:9]=[C:10](\[CH2:12][CH2:13][CH:14]=[C:15]([CH3:17])C)/C)/C, predict the reaction product. The product is: [CH2:5]1[C@@H:7]2[C@@H:13]([CH2:12][CH2:10][CH2:9][CH2:8]2)[CH2:14][CH2:15][CH2:17]1. (2) Given the reactants [C:1]([C:3]1[CH:8]=[CH:7][C:6]([S:9](Cl)(=[O:11])=[O:10])=[CH:5][CH:4]=1)#[N:2].C(O[CH2:17][CH3:18])(=O)C, predict the reaction product. The product is: [C:1]([C:3]1[CH:8]=[CH:7][C:6]([S:9]([NH:2][C:1]2[CH:3]=[CH:4][CH:5]=[CH:6][C:17]=2[CH3:18])(=[O:11])=[O:10])=[CH:5][CH:4]=1)#[N:2]. (3) Given the reactants C([O:8][C:9]1[N:14]=[CH:13][C:12]([C:15]2[CH:16]=[C:17]3[N:23]=[CH:22][N:21]([C:24]4[CH:25]=[C:26]([NH:38][S:39]([CH2:42][CH3:43])(=[O:41])=[O:40])[CH:27]=[C:28]([C:30]5[CH:35]=[CH:34][C:33]([F:36])=[CH:32][C:31]=5[F:37])[CH:29]=4)[C:18]3=[N:19][CH:20]=2)=[CH:11][CH:10]=1)C1C=CC=CC=1, predict the reaction product. The product is: [F:37][C:31]1[CH:32]=[C:33]([F:36])[CH:34]=[CH:35][C:30]=1[C:28]1[CH:29]=[C:24]([N:21]2[C:18]3=[N:19][CH:20]=[C:15]([C:12]4[CH:11]=[CH:10][C:9](=[O:8])[NH:14][CH:13]=4)[CH:16]=[C:17]3[N:23]=[CH:22]2)[CH:25]=[C:26]([NH:38][S:39]([CH2:42][CH3:43])(=[O:41])=[O:40])[CH:27]=1. (4) The product is: [F:40][C:34]1[CH:35]=[C:36]([I:39])[CH:37]=[CH:38][C:33]=1[N:17]1[C:16]2[N:15]([CH3:41])[C:14](=[O:42])[C:13]([CH3:43])=[C:12]([NH:52][C:53]3[CH:54]=[C:55]([CH2:59][CH2:60][C:61]([NH2:63])=[O:62])[CH:56]=[CH:57][CH:58]=3)[C:21]=2[C:20](=[O:22])[N:19]([CH2:23][C:24]2[CH:25]=[CH:26][C:27]([O:30][CH3:31])=[CH:28][CH:29]=2)[C:18]1=[O:32]. Given the reactants CC1C=CC(S(O[C:12]2[C:21]3[C:20](=[O:22])[N:19]([CH2:23][C:24]4[CH:29]=[CH:28][C:27]([O:30][CH3:31])=[CH:26][CH:25]=4)[C:18](=[O:32])[N:17]([C:33]4[CH:38]=[CH:37][C:36]([I:39])=[CH:35][C:34]=4[F:40])[C:16]=3[N:15]([CH3:41])[C:14](=[O:42])[C:13]=2[CH3:43])(=O)=O)=CC=1.N1C(C)=CC=CC=1C.[NH2:52][C:53]1[CH:54]=[C:55]([CH2:59][CH2:60][C:61]([NH2:63])=[O:62])[CH:56]=[CH:57][CH:58]=1.O, predict the reaction product.